From a dataset of Forward reaction prediction with 1.9M reactions from USPTO patents (1976-2016). Predict the product of the given reaction. Given the reactants Br[C:2]1[CH:7]=[CH:6][C:5]([C:8]2[O:9][C:10]3[C:16]([C:17]([NH2:19])=[O:18])=[CH:15][CH:14]=[CH:13][C:11]=3[N:12]=2)=[CH:4][CH:3]=1.[C:20]1(B(O)O)[CH:25]=[CH:24][CH:23]=[CH:22][CH:21]=1.C(=O)([O-])[O-].[Na+].[Na+], predict the reaction product. The product is: [C:2]1([C:20]2[CH:25]=[CH:24][CH:23]=[CH:22][CH:21]=2)[CH:7]=[CH:6][C:5]([C:8]2[O:9][C:10]3[C:16]([C:17]([NH2:19])=[O:18])=[CH:15][CH:14]=[CH:13][C:11]=3[N:12]=2)=[CH:4][CH:3]=1.